From a dataset of Human intestinal absorption (HIA) binary classification data from Hou et al.. Regression/Classification. Given a drug SMILES string, predict its absorption, distribution, metabolism, or excretion properties. Task type varies by dataset: regression for continuous measurements (e.g., permeability, clearance, half-life) or binary classification for categorical outcomes (e.g., BBB penetration, CYP inhibition). Dataset: hia_hou. The compound is CC(=O)Nc1c(I)c(NC(C)=O)c(I)c(C(=O)O)c1I. The result is 0 (poor absorption).